This data is from Catalyst prediction with 721,799 reactions and 888 catalyst types from USPTO. The task is: Predict which catalyst facilitates the given reaction. (1) Reactant: [CH3:1][N:2]([CH3:54])[C:3](=[O:53])[CH2:4][C@@H:5]([NH:14][C:15]1[CH:20]=[CH:19][C:18]([S:21]([NH:24][C:25]([C:27]2[CH:32]=[CH:31][C:30]([C:33]3[CH:38]=[CH:37][C:36]([CH2:39][CH2:40][C:41]([O:43]C(C)(C)C)=[O:42])=[CH:35][C:34]=3[O:48][CH3:49])=[CH:29][CH:28]=2)=[O:26])(=[O:23])=[O:22])=[CH:17][C:16]=1[N+:50]([O-:52])=[O:51])[CH2:6][S:7][C:8]1[CH:13]=[CH:12][CH:11]=[CH:10][CH:9]=1. Product: [CH3:54][N:2]([CH3:1])[C:3](=[O:53])[CH2:4][C@@H:5]([NH:14][C:15]1[CH:20]=[CH:19][C:18]([S:21]([NH:24][C:25]([C:27]2[CH:32]=[CH:31][C:30]([C:33]3[CH:38]=[CH:37][C:36]([CH2:39][CH2:40][C:41]([OH:43])=[O:42])=[CH:35][C:34]=3[O:48][CH3:49])=[CH:29][CH:28]=2)=[O:26])(=[O:22])=[O:23])=[CH:17][C:16]=1[N+:50]([O-:52])=[O:51])[CH2:6][S:7][C:8]1[CH:13]=[CH:12][CH:11]=[CH:10][CH:9]=1. The catalyst class is: 631. (2) Reactant: [NH2:1][CH:2]1[CH:11]([CH2:12][C:13]2[CH:18]=[CH:17][CH:16]=[CH:15][CH:14]=2)[C:10]2[CH:9]=[C:8]([C:19]#[N:20])[CH:7]=[CH:6][C:5]=2[CH2:4][CH2:3]1.Br[CH2:22][CH2:23][CH2:24]Br.C(N(CC)CC)C. Product: [N:1]1([CH:2]2[CH:11]([CH2:12][C:13]3[CH:14]=[CH:15][CH:16]=[CH:17][CH:18]=3)[C:10]3[CH:9]=[C:8]([C:19]#[N:20])[CH:7]=[CH:6][C:5]=3[CH2:4][CH2:3]2)[CH2:24][CH2:23][CH2:22]1. The catalyst class is: 10. (3) Reactant: [NH2:1][C:2]1[O:3][C:4]([C:7]2[CH:8]=[CH:9][C:10]3[O:16][CH2:15][CH2:14][N:13](C(OC(C)(C)C)=O)[CH2:12][C:11]=3[CH:24]=2)=[CH:5][N:6]=1.Cl. The catalyst class is: 12. Product: [O:16]1[C:10]2[CH:9]=[CH:8][C:7]([C:4]3[O:3][C:2]([NH2:1])=[N:6][CH:5]=3)=[CH:24][C:11]=2[CH2:12][NH:13][CH2:14][CH2:15]1. (4) Reactant: [Cl:1][C:2]1[CH:3]=[C:4]([NH:9][C:10]2[N:14]=[C:13]([NH2:15])[NH:12][N:11]=2)[CH:5]=[C:6]([Cl:8])[CH:7]=1.[CH:16]([C:18]1[CH:19]=[C:20]([CH:28]=[CH:29][CH:30]=1)[C:21]([O:23][C:24]([CH3:27])([CH3:26])[CH3:25])=[O:22])=O.[BH4-].[Na+]. Product: [Cl:1][C:2]1[CH:3]=[C:4]([NH:9][C:10]2[N:14]=[C:13]([NH:15][CH2:16][C:18]3[CH:19]=[C:20]([CH:28]=[CH:29][CH:30]=3)[C:21]([O:23][C:24]([CH3:27])([CH3:25])[CH3:26])=[O:22])[NH:12][N:11]=2)[CH:5]=[C:6]([Cl:8])[CH:7]=1. The catalyst class is: 5. (5) Reactant: [OH:1][C:2]1[CH:3]=[C:4]([NH:8][C:9](=[O:14])[C:10]([CH3:13])([CH3:12])[CH3:11])[CH:5]=[CH:6][CH:7]=1.[O:15]1[CH:20]=[CH:19][CH2:18][CH2:17][CH2:16]1.C1(C)C=CC(S([O-])(=O)=O)=CC=1.[NH+]1C=CC=CC=1. Product: [CH3:12][C:10]([CH3:11])([CH3:13])[C:9]([NH:8][C:4]1[CH:5]=[CH:6][CH:7]=[C:2]([O:1][CH:16]2[CH2:17][CH2:18][CH2:19][CH2:20][O:15]2)[CH:3]=1)=[O:14]. The catalyst class is: 4. (6) Reactant: N1C=CC=CC=1.[C:7](Cl)(=[O:14])[C:8]1[CH:13]=[CH:12][CH:11]=[CH:10][CH:9]=1.[O:16]1[C:20]2[CH:21]=[CH:22][CH:23]=[CH:24][C:19]=2[CH:18]=[C:17]1[C:25]1[O:30][C:29](=[O:31])[C:28]([CH3:32])=[C:27]([OH:33])[C:26]=1[CH3:34].OS([O-])(=O)=O.[K+]. Product: [O:16]1[C:20]2[CH:21]=[CH:22][CH:23]=[CH:24][C:19]=2[CH:18]=[C:17]1[C:25]1[O:30][C:29](=[O:31])[C:28]([CH3:32])=[C:27]([O:33][C:7](=[O:14])[C:8]2[CH:13]=[CH:12][CH:11]=[CH:10][CH:9]=2)[C:26]=1[CH3:34]. The catalyst class is: 2.